The task is: Regression. Given two drug SMILES strings and cell line genomic features, predict the synergy score measuring deviation from expected non-interaction effect.. This data is from NCI-60 drug combinations with 297,098 pairs across 59 cell lines. (1) Drug 1: CCC1=C2CN3C(=CC4=C(C3=O)COC(=O)C4(CC)O)C2=NC5=C1C=C(C=C5)O. Drug 2: CC12CCC3C(C1CCC2OP(=O)(O)O)CCC4=C3C=CC(=C4)OC(=O)N(CCCl)CCCl.[Na+]. Cell line: SW-620. Synergy scores: CSS=39.8, Synergy_ZIP=0.500, Synergy_Bliss=-0.604, Synergy_Loewe=-34.5, Synergy_HSA=-0.642. (2) Drug 1: C1CCC(C1)C(CC#N)N2C=C(C=N2)C3=C4C=CNC4=NC=N3. Drug 2: CC(C)CN1C=NC2=C1C3=CC=CC=C3N=C2N. Cell line: CAKI-1. Synergy scores: CSS=-1.17, Synergy_ZIP=-6.02, Synergy_Bliss=-13.8, Synergy_Loewe=-13.7, Synergy_HSA=-13.2. (3) Drug 1: CS(=O)(=O)OCCCCOS(=O)(=O)C. Drug 2: B(C(CC(C)C)NC(=O)C(CC1=CC=CC=C1)NC(=O)C2=NC=CN=C2)(O)O. Cell line: HOP-92. Synergy scores: CSS=26.7, Synergy_ZIP=4.91, Synergy_Bliss=15.4, Synergy_Loewe=-32.9, Synergy_HSA=6.00. (4) Drug 1: CC1C(C(CC(O1)OC2CC(CC3=C2C(=C4C(=C3O)C(=O)C5=C(C4=O)C(=CC=C5)OC)O)(C(=O)C)O)N)O.Cl. Drug 2: CN1C(=O)N2C=NC(=C2N=N1)C(=O)N. Cell line: SNB-75. Synergy scores: CSS=12.6, Synergy_ZIP=-1.12, Synergy_Bliss=3.83, Synergy_Loewe=-60.0, Synergy_HSA=1.70.